From a dataset of Retrosynthesis with 50K atom-mapped reactions and 10 reaction types from USPTO. Predict the reactants needed to synthesize the given product. (1) Given the product c1ccc(CC2CCC3(CC2)OCCO3)cc1, predict the reactants needed to synthesize it. The reactants are: C(=C1CCC2(CC1)OCCO2)c1ccccc1. (2) Given the product Cc1cc(Nc2ncnc3ccc(C#CCNC(=O)CCl)cc23)ccc1Oc1cccnc1, predict the reactants needed to synthesize it. The reactants are: Cc1cc(N)ccc1Oc1cccnc1.O=C(CCl)NCC#Cc1ccc2ncnc(Cl)c2c1. (3) Given the product CCc1nc2c(C)cc(C)nc2n1Cc1cnc(Nc2ccccc2)nc1, predict the reactants needed to synthesize it. The reactants are: CCc1nc2c(C)cc(C)nc2n1Cc1cnc(N(C(=O)OC(C)(C)C)c2ccccc2)nc1. (4) The reactants are: CC1(C)OB(c2cc(-c3ccccc3C#N)ccc2F)OC1(C)C.FC(F)c1ccn2c(Br)cnc2n1. Given the product N#Cc1ccccc1-c1ccc(F)c(-c2cnc3nc(C(F)F)ccn23)c1, predict the reactants needed to synthesize it.